This data is from Aqueous solubility values for 9,982 compounds from the AqSolDB database. The task is: Regression/Classification. Given a drug SMILES string, predict its absorption, distribution, metabolism, or excretion properties. Task type varies by dataset: regression for continuous measurements (e.g., permeability, clearance, half-life) or binary classification for categorical outcomes (e.g., BBB penetration, CYP inhibition). For this dataset (solubility_aqsoldb), we predict Y. (1) The compound is CCOP(=O)(OC)OC. The Y is 0.511 log mol/L. (2) The compound is NS(=O)(=O)c1ccc(CNC(=S)NC(C(=O)O)C(O)c2ccccc2)cc1. The Y is -1.29 log mol/L. (3) The drug is CN(C)c1ccc([C+](c2ccc(N(C)C)cc2)c2ccc(N(C)C)cc2)cc1.[Cl-]. The Y is -2.01 log mol/L.